This data is from Catalyst prediction with 721,799 reactions and 888 catalyst types from USPTO. The task is: Predict which catalyst facilitates the given reaction. (1) Reactant: [Cl:1][C:2]1[CH:7]=[CH:6][C:5]([C:8]([N:14]2[C:22]3[C:17](=[C:18]([NH:23]S(C)(=O)=O)[CH:19]=[CH:20][CH:21]=3)[CH:16]=[CH:15]2)([CH2:12][CH3:13])[CH2:9][C:10]#[N:11])=[CH:4][CH:3]=1. Product: [NH2:23][C:18]1[CH:19]=[CH:20][CH:21]=[C:22]2[C:17]=1[CH:16]=[CH:15][N:14]2[C:8]([C:5]1[CH:4]=[CH:3][C:2]([Cl:1])=[CH:7][CH:6]=1)([CH2:12][CH3:13])[CH2:9][C:10]#[N:11]. The catalyst class is: 209. (2) Reactant: FC(F)(F)C(O)=O.[Cl:8][C:9]1[CH:14]=[C:13]([Cl:15])[CH:12]=[CH:11][C:10]=1[C@H:16]([N:18]1[C:22]2[CH:23]=[C:24]([N:27]3[CH2:32][CH2:31][N:30]([C:33]([C@H:35]4[CH2:39][CH2:38][CH2:37][N:36]4C(OC(C)(C)C)=O)=[O:34])[C@H:29]([CH2:47][OH:48])[CH2:28]3)[CH:25]=[CH:26][C:21]=2[N:20]=[CH:19]1)[CH3:17]. Product: [Cl:8][C:9]1[CH:14]=[C:13]([Cl:15])[CH:12]=[CH:11][C:10]=1[C@H:16]([N:18]1[C:22]2[CH:23]=[C:24]([N:27]3[CH2:32][CH2:31][N:30]([C:33]([C@H:35]4[CH2:39][CH2:38][CH2:37][NH:36]4)=[O:34])[C@H:29]([CH2:47][OH:48])[CH2:28]3)[CH:25]=[CH:26][C:21]=2[N:20]=[CH:19]1)[CH3:17]. The catalyst class is: 4. (3) Reactant: C(=O)([O-])[O-].[Cs+].[Cs+].[OH:7][C:8]1[CH:13]=[CH:12][C:11]([C:14]2[CH:15]=[C:16]3[C:21](=[CH:22][CH:23]=2)[C:20]([C:24]([O:26][CH3:27])=[O:25])=[CH:19][CH:18]=[CH:17]3)=[CH:10][CH:9]=1.Cl[CH2:29][C:30]1[C:31]([C:38]2[C:43]([Cl:44])=[CH:42][CH:41]=[CH:40][C:39]=2[Cl:45])=[N:32][O:33][C:34]=1[CH:35]([CH3:37])[CH3:36]. Product: [Cl:44][C:43]1[CH:42]=[CH:41][CH:40]=[C:39]([Cl:45])[C:38]=1[C:31]1[C:30]([CH2:29][O:7][C:8]2[CH:9]=[CH:10][C:11]([C:14]3[CH:15]=[C:16]4[C:21](=[CH:22][CH:23]=3)[C:20]([C:24]([O:26][CH3:27])=[O:25])=[CH:19][CH:18]=[CH:17]4)=[CH:12][CH:13]=2)=[C:34]([CH:35]([CH3:37])[CH3:36])[O:33][N:32]=1. The catalyst class is: 9. (4) Reactant: O.[OH-].[Li+].[Si:4]([O:11][CH2:12][C@H:13]([CH3:36])[O:14][C:15]1[CH:16]=[C:17]([CH:22]=[C:23]([O:25][C:26]2[CH:31]=[CH:30][C:29]([S:32]([CH3:35])(=[O:34])=[O:33])=[CH:28][CH:27]=2)[CH:24]=1)[C:18]([O:20]C)=[O:19])([C:7]([CH3:10])([CH3:9])[CH3:8])([CH3:6])[CH3:5]. Product: [Si:4]([O:11][CH2:12][C@H:13]([CH3:36])[O:14][C:15]1[CH:16]=[C:17]([CH:22]=[C:23]([O:25][C:26]2[CH:31]=[CH:30][C:29]([S:32]([CH3:35])(=[O:33])=[O:34])=[CH:28][CH:27]=2)[CH:24]=1)[C:18]([OH:20])=[O:19])([C:7]([CH3:10])([CH3:9])[CH3:8])([CH3:6])[CH3:5]. The catalyst class is: 20. (5) Reactant: Br[CH2:2][C:3]1[C:8]([CH2:9][CH3:10])=[CH:7][CH:6]=[CH:5][C:4]=1[N:11]1[C:15](=[O:16])[N:14]([CH3:17])[N:13]=[N:12]1.[CH3:18][O:19][C:20]1[CH:25]=[CH:24][C:23]([N:26]2[CH:30]=[CH:29][C:28]([OH:31])=[N:27]2)=[CH:22][CH:21]=1.C(=O)([O-])[O-].[K+].[K+].C(#N)C. Product: [CH3:18][O:19][C:20]1[CH:21]=[CH:22][C:23]([N:26]2[CH:30]=[CH:29][C:28]([O:31][CH2:2][C:3]3[C:8]([CH2:9][CH3:10])=[CH:7][CH:6]=[CH:5][C:4]=3[N:11]3[C:15](=[O:16])[N:14]([CH3:17])[N:13]=[N:12]3)=[N:27]2)=[CH:24][CH:25]=1. The catalyst class is: 6.